This data is from hERG potassium channel inhibition data for cardiac toxicity prediction from Karim et al.. The task is: Regression/Classification. Given a drug SMILES string, predict its toxicity properties. Task type varies by dataset: regression for continuous values (e.g., LD50, hERG inhibition percentage) or binary classification for toxic/non-toxic outcomes (e.g., AMES mutagenicity, cardiotoxicity, hepatotoxicity). Dataset: herg_karim. (1) The result is 0 (non-blocker). The compound is CCN(CC)C(=O)c1ccc(C2=CC3(CCNCC3)Oc3ccccc32)cn1. (2) The molecule is C(CN1CCN(C2CCCCC2)CC1)=C1CCCc2c1cnn2-c1ccccc1. The result is 1 (blocker). (3) The compound is COC(=O)C1(CNC(=O)c2cc(OC)cc(OC)c2)CCN(Cc2ccc(OC)cc2)CC1. The result is 1 (blocker). (4) The molecule is Cc1ncc([C@H]2CC[C@@H](N3CC(NC(=O)CNc4nn(C)c5ccc(C(F)(F)F)cc45)C3)CC2)s1. The result is 0 (non-blocker). (5) The compound is Cc1nc(Oc2ccc(C(=O)O)cc2)ccc1CN1CCC(N2C(=O)N(C3CCOCC3)C[C@H]2c2cccc(Cl)c2)CC1. The result is 1 (blocker).